This data is from Full USPTO retrosynthesis dataset with 1.9M reactions from patents (1976-2016). The task is: Predict the reactants needed to synthesize the given product. (1) Given the product [CH3:21][C:19]1[CH:18]=[CH:17][N:16]=[C:15]([NH:7][CH:8]([CH2:11][CH2:12][CH3:13])[CH2:9][OH:10])[CH:20]=1, predict the reactants needed to synthesize it. The reactants are: CC(C)([O-])C.[K+].[NH2:7][CH:8]([CH2:11][CH2:12][CH3:13])[CH2:9][OH:10].Cl[C:15]1[CH:20]=[C:19]([CH3:21])[CH:18]=[CH:17][N:16]=1.C1(C)C=CC(S(O)(=O)=O)=CC=1. (2) Given the product [C:1]([O:5][C:6]([N:8]([CH2:32][C:33]1[CH:34]=[C:35]([CH:40]=[CH:41][CH:42]=1)[C:36]([OH:38])=[O:37])[S:9]([C:12]1[CH:17]=[C:16]([C:18]([NH:20][N:21]2[C:29]3[C:24](=[CH:25][CH:26]=[CH:27][CH:28]=3)[CH2:23][CH:22]2[CH3:30])=[O:19])[CH:15]=[CH:14][C:13]=1[Cl:31])(=[O:10])=[O:11])=[O:7])([CH3:2])([CH3:3])[CH3:4], predict the reactants needed to synthesize it. The reactants are: [C:1]([O:5][C:6]([N:8]([CH2:32][C:33]1[CH:34]=[C:35]([CH:40]=[CH:41][CH:42]=1)[C:36]([O:38]C)=[O:37])[S:9]([C:12]1[CH:17]=[C:16]([C:18]([NH:20][N:21]2[C:29]3[C:24](=[CH:25][CH:26]=[CH:27][CH:28]=3)[CH2:23][CH:22]2[CH3:30])=[O:19])[CH:15]=[CH:14][C:13]=1[Cl:31])(=[O:11])=[O:10])=[O:7])([CH3:4])([CH3:3])[CH3:2].[OH-].[Li+].O. (3) Given the product [CH3:2][C:3]1[C:4]([CH2:13][CH2:14][N:15]2[CH2:16][CH2:17][CH:18]([NH:21][C:31](=[O:32])[C:30]3[CH:29]=[CH:28][C:27]([N:22]4[CH:26]=[CH:25][CH:24]=[N:23]4)=[CH:35][CH:34]=3)[CH2:19][CH2:20]2)=[CH:5][CH:6]=[C:7]2[C:11]=1[CH2:10][O:9][C:8]2=[O:12], predict the reactants needed to synthesize it. The reactants are: [Cl-].[CH3:2][C:3]1[C:11]2[CH2:10][O:9][C:8](=[O:12])[C:7]=2[CH:6]=[CH:5][C:4]=1[CH2:13][CH2:14][N:15]1[CH2:20][CH2:19][CH:18]([NH3+:21])[CH2:17][CH2:16]1.[N:22]1([C:27]2[CH:35]=[CH:34][C:30]([C:31](O)=[O:32])=[CH:29][CH:28]=2)[CH:26]=[CH:25][CH:24]=[N:23]1. (4) Given the product [Cl:1][C:2]1[N:7]=[C:6]([N:8]2[CH2:12][CH2:11][C:10]([CH3:14])([OH:13])[CH2:9]2)[C:5]([F:15])=[C:4]([NH:18][NH2:19])[N:3]=1, predict the reactants needed to synthesize it. The reactants are: [Cl:1][C:2]1[N:7]=[C:6]([N:8]2[CH2:12][CH2:11][C:10]([CH3:14])([OH:13])[CH2:9]2)[C:5]([F:15])=[C:4](Cl)[N:3]=1.O.[NH2:18][NH2:19]. (5) Given the product [CH2:8]1[C:16]2[C:11](=[CH:12][CH:13]=[CH:14][CH:15]=2)[CH2:10][CH:9]1[NH:17][C:18]1[N:19]=[CH:20][C:21]2[CH2:26][N:25]([C:27](=[O:44])[CH2:28][NH:29][CH2:37][CH2:38][C:39]3[NH:43][N:42]=[N:41][CH:40]=3)[CH2:24][C:22]=2[N:23]=1, predict the reactants needed to synthesize it. The reactants are: FC(F)(F)C(O)=O.[CH2:8]1[C:16]2[C:11](=[CH:12][CH:13]=[CH:14][CH:15]=2)[CH2:10][CH:9]1[NH:17][C:18]1[N:19]=[CH:20][C:21]2[CH2:26][N:25]([C:27](=[O:44])[CH2:28][N:29]([CH2:37][CH2:38][C:39]3[NH:43][N:42]=[N:41][CH:40]=3)C(=O)OC(C)(C)C)[CH2:24][C:22]=2[N:23]=1. (6) Given the product [Br:1][C:2]1[CH:7]=[CH:6][C:5]([C:8]2[CH:12]=[C:11]([CH2:13][N:32]3[CH:31]=[C:30]4[N:35]=[C:27]([C:21]5[CH:22]=[CH:23][CH:24]=[C:25]([F:26])[C:20]=5[F:19])[N:28]=[C:29]4[CH:34]=[N:33]3)[O:10][N:9]=2)=[C:4]([C:15]([F:18])([F:17])[F:16])[CH:3]=1, predict the reactants needed to synthesize it. The reactants are: [Br:1][C:2]1[CH:7]=[CH:6][C:5]([C:8]2[CH:12]=[C:11]([CH2:13]Cl)[O:10][N:9]=2)=[C:4]([C:15]([F:18])([F:17])[F:16])[CH:3]=1.[F:19][C:20]1[C:25]([F:26])=[CH:24][CH:23]=[CH:22][C:21]=1[C:27]1[N:35]=[C:30]2[CH:31]=[N:32][NH:33][CH:34]=[C:29]2[N:28]=1.C([O-])([O-])=O.[K+].[K+].